From a dataset of Forward reaction prediction with 1.9M reactions from USPTO patents (1976-2016). Predict the product of the given reaction. (1) Given the reactants [Cl:1][C:2]1[CH:30]=[CH:29][C:5]([CH2:6][NH:7][C:8]([C:10]2[CH:11]=[N:12][C:13]3[C:18]([C:19]=2[OH:20])=[CH:17][C:16]([CH2:21][CH:22]2[CH2:27][CH2:26][O:25][CH2:24][CH2:23]2)=[CH:15][C:14]=3I)=[O:9])=[CH:4][CH:3]=1.[CH2:31]([OH:35])[CH2:32][C:33]#[CH:34], predict the reaction product. The product is: [Cl:1][C:2]1[CH:30]=[CH:29][C:5]([CH2:6][NH:7][C:8]([C:10]2[C:19](=[O:20])[C:18]3[C:13]4=[C:14]([CH:34]=[C:33]([CH2:32][CH2:31][OH:35])[N:12]4[CH:11]=2)[CH:15]=[C:16]([CH2:21][CH:22]2[CH2:27][CH2:26][O:25][CH2:24][CH2:23]2)[CH:17]=3)=[O:9])=[CH:4][CH:3]=1. (2) The product is: [Cl:13][CH2:14][C:15]1[NH:12][C:10](=[O:11])[C:3]2[CH:4]=[N:5][N:6]([CH:7]([CH3:8])[CH3:9])[C:2]=2[N:1]=1. Given the reactants [NH2:1][C:2]1[N:6]([CH:7]([CH3:9])[CH3:8])[N:5]=[CH:4][C:3]=1[C:10]([NH2:12])=[O:11].[Cl:13][CH2:14][C:15](Cl)=O, predict the reaction product. (3) Given the reactants [Cl:1][C:2]1[N:7]=[N:6][C:5]([NH:8][CH3:9])=[C:4]([C:10]2[CH:15]=[CH:14][CH:13]=[CH:12][C:11]=2[CH3:16])[CH:3]=1.[C:17]([O:21][C:22]([CH2:24][CH2:25][CH2:26][S:27]([C:30]1[CH:31]=[C:32]([CH:36]=[C:37]([C:39](F)(F)F)[CH:38]=1)[C:33](O)=[O:34])(=[O:29])=[O:28])=[O:23])([CH3:20])([CH3:19])[CH3:18], predict the reaction product. The product is: [C:17]([O:21][C:22](=[O:23])[CH2:24][CH2:25][CH2:26][S:27]([C:30]1[CH:38]=[C:37]([CH3:39])[CH:36]=[C:32]([C:33](=[O:34])[N:8]([C:5]2[N:6]=[N:7][C:2]([Cl:1])=[CH:3][C:4]=2[C:10]2[CH:15]=[CH:14][CH:13]=[CH:12][C:11]=2[CH3:16])[CH3:9])[CH:31]=1)(=[O:29])=[O:28])([CH3:18])([CH3:19])[CH3:20]. (4) Given the reactants [F:1][C:2]1[CH:17]=[CH:16][CH:15]=[CH:14][C:3]=1[CH2:4][N:5]1[C:9](=[O:10])[CH2:8][CH2:7][C@@H:6]1[C:11]([OH:13])=O.[Cl-].[CH2:19]([O:21][C:22](=[O:34])[CH:23]([OH:33])[CH:24]([NH3+:32])[CH2:25][C:26]1[CH:31]=[CH:30][CH:29]=[CH:28][CH:27]=1)[CH3:20], predict the reaction product. The product is: [F:1][C:2]1[CH:17]=[CH:16][CH:15]=[CH:14][C:3]=1[CH2:4][N:5]1[C:9](=[O:10])[CH2:8][CH2:7][C@@H:6]1[C:11]([NH:32][CH:24]([CH2:25][C:26]1[CH:27]=[CH:28][CH:29]=[CH:30][CH:31]=1)[CH:23]([OH:33])[C:22]([O:21][CH2:19][CH3:20])=[O:34])=[O:13]. (5) Given the reactants C([O:3][C:4](=[O:35])[CH2:5][O:6][C:7]1[CH:12]=[CH:11][C:10]([S:13][C:14]2[CH:19]=[C:18]([C:20]#[C:21][CH2:22][N:23]3[CH2:28][CH2:27][O:26][CH2:25][CH2:24]3)[CH:17]=[C:16]([O:29][CH2:30][CH:31]([CH3:33])[CH3:32])[CH:15]=2)=[CH:9][C:8]=1[CH3:34])C.[OH-].[Na+].Cl, predict the reaction product. The product is: [CH2:30]([O:29][C:16]1[CH:15]=[C:14]([S:13][C:10]2[CH:11]=[CH:12][C:7]([O:6][CH2:5][C:4]([OH:35])=[O:3])=[C:8]([CH3:34])[CH:9]=2)[CH:19]=[C:18]([C:20]#[C:21][CH2:22][N:23]2[CH2:28][CH2:27][O:26][CH2:25][CH2:24]2)[CH:17]=1)[CH:31]([CH3:33])[CH3:32]. (6) Given the reactants [CH3:1][S:2][C:3]1[N:4]=[CH:5][C:6]2[C:15](=[O:16])[N:14]([C:17]3[CH:18]=[C:19]([CH:25]=[CH:26][CH:27]=3)[C:20]([O:22]CC)=[O:21])[CH2:13][C@H:12]3[N:8]([CH2:9][CH2:10][CH2:11]3)[C:7]=2[N:28]=1.[OH-].[Na+], predict the reaction product. The product is: [CH3:1][S:2][C:3]1[N:4]=[CH:5][C:6]2[C:15](=[O:16])[N:14]([C:17]3[CH:18]=[C:19]([CH:25]=[CH:26][CH:27]=3)[C:20]([OH:22])=[O:21])[CH2:13][C@H:12]3[N:8]([CH2:9][CH2:10][CH2:11]3)[C:7]=2[N:28]=1. (7) Given the reactants CN(C(ON1N=NC2C=CC=NC1=2)=[N+](C)C)C.F[P-](F)(F)(F)(F)F.Cl.[NH2:26][CH2:27][C:28](=[C:30]1[CH2:35][CH2:34][CH2:33][N:32]([C:36]2[C:45]([O:46][CH3:47])=[C:44]3[C:39]([C:40](=[O:54])[C:41]([C:51]([OH:53])=[O:52])=[CH:42][N:43]3[CH:48]3[CH2:50][CH2:49]3)=[CH:38][C:37]=2[F:55])[CH2:31]1)[F:29].[C:56]([O:60][C:61]([NH:63][C@@H:64]([CH3:76])[C:65]([NH:67][C@@H:68]([CH2:72][CH:73]([CH3:75])[CH3:74])[C:69](O)=[O:70])=[O:66])=[O:62])([CH3:59])([CH3:58])[CH3:57].CCN(C(C)C)C(C)C, predict the reaction product. The product is: [C:56]([O:60][C:61]([NH:63][C@@H:64]([CH3:76])[C:65]([NH:67][C@@H:68]([CH2:72][CH:73]([CH3:75])[CH3:74])[C:69]([NH:26][CH2:27][C:28](=[C:30]1[CH2:35][CH2:34][CH2:33][N:32]([C:36]2[C:45]([O:46][CH3:47])=[C:44]3[C:39]([C:40](=[O:54])[C:41]([C:51]([OH:53])=[O:52])=[CH:42][N:43]3[CH:48]3[CH2:50][CH2:49]3)=[CH:38][C:37]=2[F:55])[CH2:31]1)[F:29])=[O:70])=[O:66])=[O:62])([CH3:59])([CH3:58])[CH3:57].